This data is from Full USPTO retrosynthesis dataset with 1.9M reactions from patents (1976-2016). The task is: Predict the reactants needed to synthesize the given product. (1) Given the product [Br:16][C:5]1[S:1][C:2]([C:6]2([C:9]([O:11][C:12]([CH3:15])([CH3:14])[CH3:13])=[O:10])[CH2:7][CH2:8]2)=[N:3][CH:4]=1, predict the reactants needed to synthesize it. The reactants are: [S:1]1[CH:5]=[CH:4][N:3]=[C:2]1[C:6]1([C:9]([O:11][C:12]([CH3:15])([CH3:14])[CH3:13])=[O:10])[CH2:8][CH2:7]1.[Br:16]Br. (2) Given the product [CH3:26][N:2]([CH3:1])[C:3]([C:5]1[C:6]([CH2:17][CH2:18][CH:19]([OH:25])[C:20]2[S:21][CH:22]=[CH:23][CH:24]=2)=[C:7]([OH:16])[C:8]2[N:9]([C:11]([CH3:15])=[C:12]([CH3:14])[N:13]=2)[CH:10]=1)=[O:4], predict the reactants needed to synthesize it. The reactants are: [CH3:1][N:2]([CH3:26])[C:3]([C:5]1[C:6]([CH2:17][CH2:18][C:19](=[O:25])[C:20]2[S:21][CH:22]=[CH:23][CH:24]=2)=[C:7]([OH:16])[C:8]2[N:9]([C:11]([CH3:15])=[C:12]([CH3:14])[N:13]=2)[CH:10]=1)=[O:4].[BH4-].[Na+].[Cl-].[NH4+].ClCCl. (3) Given the product [C:1]([O:5][C:6]([N:8]1[CH2:12][C:11](=[CH:40][C:41]([O:43][CH3:44])=[O:42])[CH2:10][C@H:9]1[C:14]([N:16]1[CH2:20][CH2:19][S:18][CH2:17]1)=[O:15])=[O:7])([CH3:4])([CH3:3])[CH3:2], predict the reactants needed to synthesize it. The reactants are: [C:1]([O:5][C:6]([N:8]1[CH2:12][C:11](=O)[CH2:10][C@H:9]1[C:14]([N:16]1[CH2:20][CH2:19][S:18][CH2:17]1)=[O:15])=[O:7])([CH3:4])([CH3:3])[CH3:2].C1(P(=[CH:40][C:41]([O:43][CH3:44])=[O:42])(C2C=CC=CC=2)C2C=CC=CC=2)C=CC=CC=1. (4) Given the product [CH:1]1([C@H:7]([NH:12][C:13]([C:15]2[O:16][C:17]([C:27]3[CH:28]=[C:29]4[C:24]([CH:23]=[CH:22][NH:21]4)=[CH:25][CH:26]=3)=[CH:18][CH:19]=2)=[O:14])[C:8](=[O:11])[NH:9][CH3:10])[CH2:6][CH2:5][CH2:4][CH2:3][CH2:2]1, predict the reactants needed to synthesize it. The reactants are: [CH:1]1([C@H:7]([NH:12][C:13]([C:15]2[O:16][C:17](Br)=[CH:18][CH:19]=2)=[O:14])[C:8](=[O:11])[NH:9][CH3:10])[CH2:6][CH2:5][CH2:4][CH2:3][CH2:2]1.[NH:21]1[C:29]2[C:24](=[CH:25][CH:26]=[C:27](B(O)O)[CH:28]=2)[CH:23]=[CH:22]1.C(=O)([O-])[O-].[Na+].[Na+]. (5) Given the product [CH2:33]([NH:35][C:36]([N:15]1[CH2:16][CH2:17][C:12]([S:9]([C:6]2[CH:7]=[CH:8][C:3]([Cl:2])=[CH:4][CH:5]=2)(=[O:10])=[O:11])([C:18]2[CH:23]=[C:22]([F:24])[CH:21]=[CH:20][C:19]=2[F:25])[CH2:13][CH2:14]1)=[O:37])[CH3:34], predict the reactants needed to synthesize it. The reactants are: Cl.[Cl:2][C:3]1[CH:8]=[CH:7][C:6]([S:9]([C:12]2([C:18]3[CH:23]=[C:22]([F:24])[CH:21]=[CH:20][C:19]=3[F:25])[CH2:17][CH2:16][NH:15][CH2:14][CH2:13]2)(=[O:11])=[O:10])=[CH:5][CH:4]=1.C(N(CC)CC)C.[CH2:33]([N:35]=[C:36]=[O:37])[CH3:34].C(=O)(O)[O-].[Na+].